This data is from Reaction yield outcomes from USPTO patents with 853,638 reactions. The task is: Predict the reaction yield, written as a fraction of the theoretical maximum amount of product (1.0 means a 100% yield; for example, 0.34 means a 34% yield). The reactants are C[Si](C)(C)[C:3]#[C:4][CH:5]=[C:6]([CH3:8])[CH3:7].C([O-])([O-])=O.[K+].[K+].Br[C:18]#[C:19][C:20]1[CH:29]=[CH:28][C:23]([C:24]([O:26][CH3:27])=[O:25])=[CH:22][CH:21]=1.N#N. The catalyst is CN(C=O)C.Cl[Pd](Cl)([P](C1C=CC=CC=1)(C1C=CC=CC=1)C1C=CC=CC=1)[P](C1C=CC=CC=1)(C1C=CC=CC=1)C1C=CC=CC=1.[Cu]I.CCOC(C)=O. The product is [CH3:7][C:6]([CH3:8])=[CH:5][C:4]#[C:3][C:18]#[C:19][C:20]1[CH:29]=[CH:28][C:23]([C:24]([O:26][CH3:27])=[O:25])=[CH:22][CH:21]=1. The yield is 0.100.